From a dataset of Full USPTO retrosynthesis dataset with 1.9M reactions from patents (1976-2016). Predict the reactants needed to synthesize the given product. (1) Given the product [CH3:24][C:23]1[CH:22]=[C:21]([CH3:25])[NH:20][C:19](=[O:26])[C:18]=1[CH2:17][NH:16][C:14]([C:4]1[C:5]2[CH:10]=[N:9][N:8]([CH:11]([CH3:13])[CH3:12])[C:6]=2[N:7]=[C:2]([C:35]2[CH:44]=[CH:43][C:38]3[NH:39][C:40](=[O:42])[NH:41][C:37]=3[CH:36]=2)[CH:3]=1)=[O:15], predict the reactants needed to synthesize it. The reactants are: Cl[C:2]1[CH:3]=[C:4]([C:14]([NH:16][CH2:17][C:18]2[C:19](=[O:26])[NH:20][C:21]([CH3:25])=[CH:22][C:23]=2[CH3:24])=[O:15])[C:5]2[CH:10]=[N:9][N:8]([CH:11]([CH3:13])[CH3:12])[C:6]=2[N:7]=1.CC1(C)C(C)(C)OB([C:35]2[CH:44]=[CH:43][C:38]3[NH:39][C:40](=[O:42])[NH:41][C:37]=3[CH:36]=2)O1.C(=O)([O-])[O-].[Na+].[Na+]. (2) Given the product [NH2:2][CH2:1][C:3]1[CH:32]=[CH:31][C:6]([C:7]([NH:9][C:10]2[CH:15]=[C:14]([NH:16][C:17](=[O:29])[C:18]3[CH:23]=[CH:22][CH:21]=[C:20]([C:24]([C:27]#[N:28])([CH3:25])[CH3:26])[CH:19]=3)[CH:13]=[CH:12][C:11]=2[CH3:30])=[O:8])=[CH:5][N:4]=1, predict the reactants needed to synthesize it. The reactants are: [C:1]([C:3]1[CH:32]=[CH:31][C:6]([C:7]([NH:9][C:10]2[CH:15]=[C:14]([NH:16][C:17](=[O:29])[C:18]3[CH:23]=[CH:22][CH:21]=[C:20]([C:24]([C:27]#[N:28])([CH3:26])[CH3:25])[CH:19]=3)[CH:13]=[CH:12][C:11]=2[CH3:30])=[O:8])=[CH:5][N:4]=1)#[N:2].[H-].[H-].[H-].[H-].[Li+].[Al+3].C(O)(=O)C(C(C(O)=O)O)O. (3) The reactants are: [CH:1]1([N:6]2[CH2:11][CH2:10][NH:9][CH2:8][CH2:7]2)[CH2:5][CH2:4][CH2:3][CH2:2]1.Cl[C:13]1[N:14]=[N:15][C:16]([C:19]2[CH:24]=[CH:23][C:22]([Cl:25])=[CH:21][CH:20]=2)=[CH:17][CH:18]=1. Given the product [Cl:25][C:22]1[CH:21]=[CH:20][C:19]([C:16]2[N:15]=[N:14][C:13]([N:9]3[CH2:8][CH2:7][N:6]([CH:1]4[CH2:2][CH2:3][CH2:4][CH2:5]4)[CH2:11][CH2:10]3)=[CH:18][CH:17]=2)=[CH:24][CH:23]=1, predict the reactants needed to synthesize it. (4) Given the product [CH2:1]([C:3]1[CH:8]=[C:7]([C:9]2[N:13]=[C:12]([C:14]3[CH:19]=[C:18]([CH3:20])[N:17]=[C:16]([N:21]([CH:23]([CH3:24])[CH3:25])[CH3:22])[CH:15]=3)[O:11][N:10]=2)[CH:6]=[C:5]([CH3:26])[C:4]=1[O:27][CH2:29][C@@H:30]([OH:33])[CH2:31][OH:32])[CH3:2], predict the reactants needed to synthesize it. The reactants are: [CH2:1]([C:3]1[CH:8]=[C:7]([C:9]2[N:13]=[C:12]([C:14]3[CH:19]=[C:18]([CH3:20])[N:17]=[C:16]([N:21]([CH:23]([CH3:25])[CH3:24])[CH3:22])[CH:15]=3)[O:11][N:10]=2)[CH:6]=[C:5]([CH3:26])[C:4]=1[OH:27])[CH3:2].Cl[CH2:29][C@@H:30]([OH:33])[CH2:31][OH:32].